This data is from Forward reaction prediction with 1.9M reactions from USPTO patents (1976-2016). The task is: Predict the product of the given reaction. (1) Given the reactants [Cl-].[CH3:2][O:3][C:4]1[CH:11]=[CH:10][C:7]([CH2:8][Zn+])=[CH:6][CH:5]=1.Br[C:13]1[C:18]2[C:19]3[CH:20]=[CH:21][CH:22]=[N:23][C:24]=3[CH2:25][CH2:26][C:17]=2[CH:16]=[CH:15][CH:14]=1, predict the reaction product. The product is: [CH3:2][O:3][C:4]1[CH:11]=[CH:10][C:7]([CH2:8][C:13]2[C:18]3[C:19]4[CH:20]=[CH:21][CH:22]=[N:23][C:24]=4[CH2:25][CH2:26][C:17]=3[CH:16]=[CH:15][CH:14]=2)=[CH:6][CH:5]=1. (2) Given the reactants [CH2:1]([C@H:8]1[CH2:12][O:11][C:10](=[O:13])[N:9]1[C:14](=[O:18])[CH2:15][O:16][CH3:17])[C:2]1[CH:7]=[CH:6][CH:5]=[CH:4][CH:3]=1.CCN(C(C)C)C(C)C.B(OS(C(F)(F)F)(=O)=O)(CCCC)CCCC.[CH3:45][Si:46]([CH3:77])([C:71]([CH3:76])([CH3:75])[CH:72]([CH3:74])[CH3:73])[O:47][C:48]1[CH:55]=[C:54]([O:56][CH2:57][CH2:58][C:59]2[N:60]=[C:61]([C:65]3[CH:70]=[CH:69][CH:68]=[CH:67][CH:66]=3)[O:62][C:63]=2[CH3:64])[CH:53]=[CH:52][C:49]=1[CH:50]=[O:51], predict the reaction product. The product is: [CH2:1]([C@H:8]1[CH2:12][O:11][C:10](=[O:13])[N:9]1[C:14](=[O:18])[C@@H:15]([O:16][CH3:17])[C@@H:50]([C:49]1[CH:52]=[CH:53][C:54]([O:56][CH2:57][CH2:58][C:59]2[N:60]=[C:61]([C:65]3[CH:66]=[CH:67][CH:68]=[CH:69][CH:70]=3)[O:62][C:63]=2[CH3:64])=[CH:55][C:48]=1[O:47][Si:46]([CH3:77])([CH3:45])[C:71]([CH3:76])([CH3:75])[CH:72]([CH3:74])[CH3:73])[OH:51])[C:2]1[CH:3]=[CH:4][CH:5]=[CH:6][CH:7]=1.